This data is from Full USPTO retrosynthesis dataset with 1.9M reactions from patents (1976-2016). The task is: Predict the reactants needed to synthesize the given product. (1) The reactants are: [C:1]([NH:4][CH2:5][CH2:6][C:7]1[CH:43]=[CH:42][C:41]([F:44])=[CH:40][C:8]=1[O:9][CH2:10][CH2:11][O:12][CH:13]1[CH:18]([C:19]2[CH:24]=[CH:23][C:22]([O:25]CC3C=CC=CC=3)=[CH:21][CH:20]=2)[CH2:17][CH2:16][N:15]([C:33]([O:35][C:36]([CH3:39])([CH3:38])[CH3:37])=[O:34])[CH2:14]1)(=[O:3])[CH3:2]. Given the product [C:1]([NH:4][CH2:5][CH2:6][C:7]1[CH:43]=[CH:42][C:41]([F:44])=[CH:40][C:8]=1[O:9][CH2:10][CH2:11][O:12][CH:13]1[CH:18]([C:19]2[CH:24]=[CH:23][C:22]([OH:25])=[CH:21][CH:20]=2)[CH2:17][CH2:16][N:15]([C:33]([O:35][C:36]([CH3:37])([CH3:38])[CH3:39])=[O:34])[CH2:14]1)(=[O:3])[CH3:2], predict the reactants needed to synthesize it. (2) Given the product [NH2:13][CH:5]([CH2:6][C:7]1[CH:12]=[CH:11][CH:10]=[CH:9][CH:8]=1)[CH2:4][OH:3], predict the reactants needed to synthesize it. The reactants are: [H][H].[OH:3][CH2:4][CH:5]([NH:13]C(=O)O)[CH2:6][C:7]1[CH:12]=[CH:11][CH:10]=[CH:9][CH:8]=1. (3) Given the product [Cl:61][CH2:62][C@H:63]([OH:80])[C@@H:64]([NH:72][C:73]([O:75][C:76]([CH3:78])([CH3:77])[CH3:79])=[O:74])[CH2:65][C:66]1[CH:71]=[CH:70][CH:69]=[CH:68][CH:67]=1, predict the reactants needed to synthesize it. The reactants are: O=C[C@@H]([C@H]([C@@H]([C@@H](CO)O)O)O)O.C1C=[N+]([C@@H]2O[C@H](COP(OP(OC[C@H]3O[C@@H](N4C5N=CN=C(N)C=5N=C4)[C@H](OP(O)(O)=O)[C@@H]3O)(O)=O)(O)=O)[C@@H](O)[C@H]2O)C=C(C(N)=O)C=1.[Cl:61][CH2:62][C:63](=[O:80])[C@@H:64]([NH:72][C:73]([O:75][C:76]([CH3:79])([CH3:78])[CH3:77])=[O:74])[CH2:65][C:66]1[CH:71]=[CH:70][CH:69]=[CH:68][CH:67]=1. (4) Given the product [CH2:10]([O:12][C:13](=[O:30])[CH:14]([C:15]1[N:8]([C:5]2[CH:6]=[CH:7][C:2]([Cl:1])=[CH:3][CH:4]=2)[N:9]=[C:17]2[C:16]=1[CH2:21][CH2:20][CH2:19][CH2:18]2)[CH:24]1[CH2:29][CH2:28][CH2:27][CH2:26][CH2:25]1)[CH3:11], predict the reactants needed to synthesize it. The reactants are: [Cl:1][C:2]1[CH:7]=[CH:6][C:5]([NH:8][NH2:9])=[CH:4][CH:3]=1.[CH2:10]([O:12][C:13](=[O:30])[CH:14]([CH:24]1[CH2:29][CH2:28][CH2:27][CH2:26][CH2:25]1)[C:15](=O)[CH:16]1[CH2:21][CH2:20][CH2:19][CH2:18][C:17]1=O)[CH3:11].